From a dataset of NCI-60 drug combinations with 297,098 pairs across 59 cell lines. Regression. Given two drug SMILES strings and cell line genomic features, predict the synergy score measuring deviation from expected non-interaction effect. (1) Drug 1: CN1CCC(CC1)COC2=C(C=C3C(=C2)N=CN=C3NC4=C(C=C(C=C4)Br)F)OC. Drug 2: CN1C2=C(C=C(C=C2)N(CCCl)CCCl)N=C1CCCC(=O)O.Cl. Cell line: HOP-92. Synergy scores: CSS=18.6, Synergy_ZIP=-1.65, Synergy_Bliss=4.34, Synergy_Loewe=-12.4, Synergy_HSA=6.51. (2) Drug 1: CC1=C(C=C(C=C1)NC2=NC=CC(=N2)N(C)C3=CC4=NN(C(=C4C=C3)C)C)S(=O)(=O)N.Cl. Drug 2: CC1C(C(CC(O1)OC2CC(CC3=C2C(=C4C(=C3O)C(=O)C5=C(C4=O)C(=CC=C5)OC)O)(C(=O)CO)O)N)O.Cl. Cell line: CAKI-1. Synergy scores: CSS=55.7, Synergy_ZIP=1.82, Synergy_Bliss=3.63, Synergy_Loewe=7.21, Synergy_HSA=8.42. (3) Drug 2: CCC1=C2CN3C(=CC4=C(C3=O)COC(=O)C4(CC)O)C2=NC5=C1C=C(C=C5)O. Cell line: SF-295. Drug 1: CCC1(CC2CC(C3=C(CCN(C2)C1)C4=CC=CC=C4N3)(C5=C(C=C6C(=C5)C78CCN9C7C(C=CC9)(C(C(C8N6C)(C(=O)OC)O)OC(=O)C)CC)OC)C(=O)OC)O.OS(=O)(=O)O. Synergy scores: CSS=39.3, Synergy_ZIP=4.76, Synergy_Bliss=5.40, Synergy_Loewe=-5.64, Synergy_HSA=5.37. (4) Drug 1: C1=CC=C(C=C1)NC(=O)CCCCCCC(=O)NO. Drug 2: C1=CC=C(C(=C1)C(C2=CC=C(C=C2)Cl)C(Cl)Cl)Cl. Cell line: TK-10. Synergy scores: CSS=8.31, Synergy_ZIP=-1.51, Synergy_Bliss=1.71, Synergy_Loewe=-22.7, Synergy_HSA=0.721.